This data is from Reaction yield outcomes from USPTO patents with 853,638 reactions. The task is: Predict the reaction yield, written as a fraction of the theoretical maximum amount of product (1.0 means a 100% yield; for example, 0.34 means a 34% yield). (1) The reactants are [CH3:1][O:2][C:3]1[CH:4]=[C:5]([CH:11]=[CH:12][C:13]([OH:15])=[O:14])[CH:6]=[CH:7][C:8]=1[O:9][CH3:10].S(Cl)(Cl)=O.[CH3:20]O. No catalyst specified. The product is [CH3:1][O:2][C:3]1[CH:4]=[C:5]([CH:11]=[CH:12][C:13]([O:15][CH3:20])=[O:14])[CH:6]=[CH:7][C:8]=1[O:9][CH3:10]. The yield is 0.800. (2) The reactants are [Cl:1][C:2]1[CH:10]=[N:9][CH:8]=[C:7]([Cl:11])[C:3]=1[C:4]([OH:6])=O.C(Cl)(=O)C(Cl)=O.[NH:18]1[C:22]2[CH:23]=[CH:24][CH:25]=[CH:26][C:21]=2[N:20]=[C:19]1[CH2:27][N:28]([CH:33]1[C:42]2[N:41]=[CH:40][CH:39]=[CH:38][C:37]=2[CH2:36][CH2:35][CH2:34]1)[CH2:29][CH2:30][CH2:31][NH2:32].CCN(CC)CC. The catalyst is C(Cl)Cl.CN(C=O)C.C1COCC1. The product is [NH:18]1[C:22]2[CH:23]=[CH:24][CH:25]=[CH:26][C:21]=2[N:20]=[C:19]1[CH2:27][N:28]([CH:33]1[C:42]2[N:41]=[CH:40][CH:39]=[CH:38][C:37]=2[CH2:36][CH2:35][CH2:34]1)[CH2:29][CH2:30][CH2:31][NH:32][C:4](=[O:6])[C:3]1[C:7]([Cl:11])=[CH:8][N:9]=[CH:10][C:2]=1[Cl:1]. The yield is 0.400. (3) The reactants are [Cl:1][C:2]1[CH:10]=[CH:9][C:8]([OH:11])=[CH:7][C:3]=1[C:4]([NH2:6])=[O:5].CS(O[CH:17]1[CH2:20][N:19]([C:21]([O:23][C:24]([CH3:27])([CH3:26])[CH3:25])=[O:22])[CH2:18]1)(=O)=O.C(=O)([O-])[O-].[Cs+].[Cs+]. The catalyst is C(#N)C.CC(N(C)C)=O. The product is [C:4]([C:3]1[CH:7]=[C:8]([CH:9]=[CH:10][C:2]=1[Cl:1])[O:11][CH:17]1[CH2:18][N:19]([C:21]([O:23][C:24]([CH3:27])([CH3:26])[CH3:25])=[O:22])[CH2:20]1)(=[O:5])[NH2:6]. The yield is 0.0970.